This data is from Catalyst prediction with 721,799 reactions and 888 catalyst types from USPTO. The task is: Predict which catalyst facilitates the given reaction. (1) Reactant: Br[C:2]1[S:22][C:5]2=[N:6][C:7]([CH3:21])=[CH:8][C:9]([NH:10][S:11]([C:14]3[CH:19]=[CH:18][CH:17]=[C:16]([Cl:20])[CH:15]=3)(=[O:13])=[O:12])=[C:4]2[C:3]=1[C:23]1[CH:28]=[CH:27][CH:26]=[C:25]([O:29][CH3:30])[CH:24]=1.CC1(C)C(C)(C)OB([C:39]2[CH:44]=[CH:43][N:42]=[CH:41][CH:40]=2)O1.C(=O)([O-])[O-].[K+].[K+].O. Product: [Cl:20][C:16]1[CH:15]=[C:14]([S:11]([NH:10][C:9]2[CH:8]=[C:7]([CH3:21])[N:6]=[C:5]3[S:22][C:2]([C:39]4[CH:44]=[CH:43][N:42]=[CH:41][CH:40]=4)=[C:3]([C:23]4[CH:28]=[CH:27][CH:26]=[C:25]([O:29][CH3:30])[CH:24]=4)[C:4]=23)(=[O:13])=[O:12])[CH:19]=[CH:18][CH:17]=1. The catalyst class is: 184. (2) Reactant: C([NH:5][C:6]([C:8]1[CH:9]=[C:10]2[C:15](=[CH:16][CH:17]=1)[N:14]=[C:13]([C:18]1[CH:23]=[CH:22][C:21]([F:24])=[CH:20][CH:19]=1)[C:12]([N:25]1[CH2:29][CH2:28][CH2:27][C@@H:26]1[CH3:30])=[N:11]2)=O)(C)(C)C.C(OC(C(F)(F)F)=O)(C(F)(F)F)=O. Product: [F:24][C:21]1[CH:22]=[CH:23][C:18]([C:13]2[C:12]([N:25]3[CH2:29][CH2:28][CH2:27][C@@H:26]3[CH3:30])=[N:11][C:10]3[C:15](=[CH:16][CH:17]=[C:8]([C:6]#[N:5])[CH:9]=3)[N:14]=2)=[CH:19][CH:20]=1. The catalyst class is: 4. (3) Reactant: [N+:1]([CH2:4][C:5]1([CH2:15][C:16]([O:18]C)=O)[CH2:14][CH2:13][C:8]2([O:12][CH2:11][CH2:10][O:9]2)[CH2:7][CH2:6]1)([O-])=O. The catalyst class is: 19. Product: [O:12]1[C:8]2([CH2:13][CH2:14][C:5]3([CH2:15][C:16](=[O:18])[NH:1][CH2:4]3)[CH2:6][CH2:7]2)[O:9][CH2:10][CH2:11]1. (4) Reactant: CC1C=CC(S(O[CH2:12][CH2:13][C:14]2[CH:19]=[CH:18][CH:17]=[C:16]([C:20]([CH3:23])([CH3:22])[CH3:21])[CH:15]=2)(=O)=O)=CC=1.[C:24]1([C:30]([C:38]2[CH:43]=[CH:42][CH:41]=[CH:40][CH:39]=2)([CH:32]2[CH2:37][CH2:36][NH:35][CH2:34][CH2:33]2)[OH:31])[CH:29]=[CH:28][CH:27]=[CH:26][CH:25]=1.C(#N)C. Product: [C:20]([C:16]1[CH:15]=[C:14]([CH:19]=[CH:18][CH:17]=1)[CH2:13][CH2:12][N:35]1[CH2:34][CH2:33][CH:32]([C:30]([C:38]2[CH:43]=[CH:42][CH:41]=[CH:40][CH:39]=2)([C:24]2[CH:25]=[CH:26][CH:27]=[CH:28][CH:29]=2)[OH:31])[CH2:37][CH2:36]1)([CH3:21])([CH3:22])[CH3:23]. The catalyst class is: 6. (5) Reactant: [CH3:1][C:2]1[NH:3][C:4](=[O:26])[C:5]([CH2:11][C:12]2[CH:17]=[CH:16][C:15]([C:18]3[C:19]([C:24]#[N:25])=[CH:20][CH:21]=[CH:22][CH:23]=3)=[CH:14][CH:13]=2)=[C:6]([CH2:8][CH2:9][CH3:10])[N:7]=1.[F:27][C:28]1[C:36]2[O:35][C:34]([CH3:38])([CH3:37])[CH2:33][C:32]=2[CH:31]=[C:30](B(O)O)[CH:29]=1.C(N(CC)CC)C.N1C=CC=CC=1. Product: [F:27][C:28]1[C:36]2[O:35][C:34]([CH3:38])([CH3:37])[CH2:33][C:32]=2[CH:31]=[C:30]([N:3]2[C:4](=[O:26])[C:5]([CH2:11][C:12]3[CH:17]=[CH:16][C:15]([C:18]4[C:19]([C:24]#[N:25])=[CH:20][CH:21]=[CH:22][CH:23]=4)=[CH:14][CH:13]=3)=[C:6]([CH2:8][CH2:9][CH3:10])[N:7]=[C:2]2[CH3:1])[CH:29]=1. The catalyst class is: 297.